This data is from Catalyst prediction with 721,799 reactions and 888 catalyst types from USPTO. The task is: Predict which catalyst facilitates the given reaction. Reactant: [CH3:1][O:2][C:3]1[CH:11]=[C:10]2[C:6](/[C:7](=[CH:13]/[C:14]3[NH:18][C:17]([CH3:19])=[C:16]([C:20](O)=[O:21])[C:15]=3[CH3:23])/[C:8](=[O:12])[NH:9]2)=[CH:5][CH:4]=1.Cl.C(N=C=NCCCN(C)C)C.OC1C2N=NNC=2C=CC=1.C(N(CC)CC)C.[NH2:53][C:54]1[CH:59]=[CH:58][CH:57]=[CH:56][C:55]=1[NH:60][C:61](=[O:72])[C:62]1[CH:67]=[CH:66][C:65]([NH:68][CH2:69][CH2:70][NH2:71])=[N:64][CH:63]=1. Product: [NH2:53][C:54]1[CH:59]=[CH:58][CH:57]=[CH:56][C:55]=1[NH:60][C:61](=[O:72])[C:62]1[CH:67]=[CH:66][C:65]([NH:68][CH2:69][CH2:70][NH:71][C:20]([C:16]2[C:15]([CH3:23])=[C:14](/[CH:13]=[C:7]3\[C:8](=[O:12])[NH:9][C:10]4[C:6]\3=[CH:5][CH:4]=[C:3]([O:2][CH3:1])[CH:11]=4)[NH:18][C:17]=2[CH3:19])=[O:21])=[N:64][CH:63]=1. The catalyst class is: 650.